The task is: Predict the product of the given reaction.. This data is from Forward reaction prediction with 1.9M reactions from USPTO patents (1976-2016). Given the reactants [I:1]I.C([O-])(=O)C.[Tl+].[CH3:8][N:9]([CH3:17])[C:10]1[CH:11]=[C:12]([OH:16])[CH:13]=[CH:14][CH:15]=1, predict the reaction product. The product is: [CH3:8][N:9]([CH3:17])[C:10]1[CH:15]=[CH:14][C:13]([I:1])=[C:12]([OH:16])[CH:11]=1.